This data is from NCI-60 drug combinations with 297,098 pairs across 59 cell lines. The task is: Regression. Given two drug SMILES strings and cell line genomic features, predict the synergy score measuring deviation from expected non-interaction effect. (1) Drug 1: CC(C1=C(C=CC(=C1Cl)F)Cl)OC2=C(N=CC(=C2)C3=CN(N=C3)C4CCNCC4)N. Drug 2: C1CN1P(=S)(N2CC2)N3CC3. Cell line: A498. Synergy scores: CSS=10.9, Synergy_ZIP=-1.91, Synergy_Bliss=-0.663, Synergy_Loewe=-0.332, Synergy_HSA=-0.0429. (2) Drug 1: CN1CCC(CC1)COC2=C(C=C3C(=C2)N=CN=C3NC4=C(C=C(C=C4)Br)F)OC. Drug 2: CS(=O)(=O)CCNCC1=CC=C(O1)C2=CC3=C(C=C2)N=CN=C3NC4=CC(=C(C=C4)OCC5=CC(=CC=C5)F)Cl. Cell line: MOLT-4. Synergy scores: CSS=-3.06, Synergy_ZIP=-1.80, Synergy_Bliss=-5.52, Synergy_Loewe=-15.0, Synergy_HSA=-8.41. (3) Drug 1: C1=CC(=CC=C1CCC2=CNC3=C2C(=O)NC(=N3)N)C(=O)NC(CCC(=O)O)C(=O)O. Cell line: COLO 205. Drug 2: CCC(=C(C1=CC=CC=C1)C2=CC=C(C=C2)OCCN(C)C)C3=CC=CC=C3.C(C(=O)O)C(CC(=O)O)(C(=O)O)O. Synergy scores: CSS=47.2, Synergy_ZIP=5.83, Synergy_Bliss=6.70, Synergy_Loewe=-16.2, Synergy_HSA=2.04.